This data is from Forward reaction prediction with 1.9M reactions from USPTO patents (1976-2016). The task is: Predict the product of the given reaction. (1) Given the reactants [C:1](O)(=[O:4])[CH:2]=[CH2:3].[NH2:6][CH2:7][CH2:8][O:9][CH2:10][CH2:11][O:12][C:13]1[CH:14]=[CH:15][C:16]2[C:17]3[N:18]([CH2:34][CH2:35][N:36]=3)[C:19]([NH:25][C:26](=[O:33])[C:27]3[CH:32]=[CH:31][CH:30]=[N:29][CH:28]=3)=[N:20][C:21]=2[C:22]=1[O:23][CH3:24], predict the reaction product. The product is: [C:1]([NH:6][CH2:7][CH2:8][O:9][CH2:10][CH2:11][O:12][C:13]1[CH:14]=[CH:15][C:16]2[C:17]3[N:18]([CH2:34][CH2:35][N:36]=3)[C:19]([NH:25][C:26](=[O:33])[C:27]3[CH:32]=[CH:31][CH:30]=[N:29][CH:28]=3)=[N:20][C:21]=2[C:22]=1[O:23][CH3:24])(=[O:4])[CH:2]=[CH2:3]. (2) The product is: [Br:1][CH2:2][C:3]#[C:4][C@:5]([NH:17][C@H:18]([C:24]([NH:26][C@H:27]([C:49]([NH2:51])=[O:50])[CH2:28][SH:29])=[O:25])[CH2:19][C:20]([F:23])([CH3:22])[CH3:21])([C:10]1[CH:11]=[CH:12][C:13]([Br:16])=[CH:14][CH:15]=1)[C:6]([F:7])([F:8])[F:9]. Given the reactants [Br:1][CH2:2][C:3]#[C:4][C@:5]([NH:17][C@H:18]([C:24]([NH:26][C@H:27]([C:49]([NH2:51])=[O:50])[CH2:28][S:29]C(C1C=CC=CC=1)(C1C=CC=CC=1)C1C=CC=CC=1)=[O:25])[CH2:19][C:20]([F:23])([CH3:22])[CH3:21])([C:10]1[CH:15]=[CH:14][C:13]([Br:16])=[CH:12][CH:11]=1)[C:6]([F:9])([F:8])[F:7].[SiH](CC)(CC)CC.C(O)(C(F)(F)F)=O, predict the reaction product.